Dataset: Full USPTO retrosynthesis dataset with 1.9M reactions from patents (1976-2016). Task: Predict the reactants needed to synthesize the given product. (1) Given the product [Cl:1][C:2]1[C:3]([CH3:29])=[C:4]([NH:10][C@@H:11]([C:12]2[O:13][C:16]([C:17]3[CH:18]=[CH:19][C:20]([O:23][CH3:24])=[CH:21][CH:22]=3)=[N:15][N:14]=2)[C@@H:26]([OH:28])[CH3:27])[CH:5]=[CH:6][C:7]=1[C:8]#[N:9], predict the reactants needed to synthesize it. The reactants are: [Cl:1][C:2]1[C:3]([CH3:29])=[C:4]([NH:10][C@H:11]([C@@H:26]([OH:28])[CH3:27])[C:12]([NH:14][NH:15][C:16](=O)[C:17]2[CH:22]=[CH:21][C:20]([O:23][CH3:24])=[CH:19][CH:18]=2)=[O:13])[CH:5]=[CH:6][C:7]=1[C:8]#[N:9].CCN(P1(N(C)CCCN1C)=NC(C)(C)C)CC. (2) Given the product [Br:29][C:26]1[CH:25]=[CH:24][C:23]([C:20]2[N:19]=[N:18][C:17]([NH:15][NH:16][C:60](=[O:61])[CH2:59][O:58][C:49]3[C:48]4[C:53](=[CH:54][C:55]([O:56][CH3:57])=[C:46]([O:45][CH3:44])[CH:47]=4)[N:52]=[CH:51][CH:50]=3)=[N:22][CH:21]=2)=[CH:28][CH:27]=1, predict the reactants needed to synthesize it. The reactants are: N(C1N=NC(C2C=CC=CC=2)=CN=1)N.[NH:15]([C:17]1[N:18]=[N:19][C:20]([C:23]2[CH:28]=[CH:27][C:26]([Br:29])=[CH:25][CH:24]=2)=[CH:21][N:22]=1)[NH2:16].N1C2C(=CC(CC(O)=O)=CC=2)C=CC=1.[CH3:44][O:45][C:46]1[CH:47]=[C:48]2[C:53](=[CH:54][C:55]=1[O:56][CH3:57])[N:52]=[CH:51][CH:50]=[C:49]2[O:58][CH2:59][C:60](O)=[O:61]. (3) Given the product [Cl:10][CH2:11][C:12]1[N:9]=[C:3]2[C:2]([CH3:1])=[N:7][CH:6]=[C:5]([CH3:8])[N:4]2[CH:13]=1, predict the reactants needed to synthesize it. The reactants are: [CH3:1][C:2]1[C:3]([NH2:9])=[N:4][C:5]([CH3:8])=[CH:6][N:7]=1.[Cl:10][CH2:11][C:12](=O)[CH2:13]Cl. (4) Given the product [F:1][C:2]1[CH:3]=[CH:4][C:5]([OH:17])=[C:6]([B:8]2[O:12][C:11]([CH3:14])([CH3:13])[C:10]([CH3:16])([CH3:15])[O:9]2)[CH:7]=1, predict the reactants needed to synthesize it. The reactants are: [F:1][C:2]1[CH:3]=[CH:4][C:5]([O:17]CC2C=CC=CC=2)=[C:6]([B:8]2[O:12][C:11]([CH3:14])([CH3:13])[C:10]([CH3:16])([CH3:15])[O:9]2)[CH:7]=1.